This data is from Reaction yield outcomes from USPTO patents with 853,638 reactions. The task is: Predict the reaction yield, written as a fraction of the theoretical maximum amount of product (1.0 means a 100% yield; for example, 0.34 means a 34% yield). The catalyst is CO. The yield is 0.160. The product is [CH3:1][C:2]1[CH:7]=[C:6]([CH3:8])[NH:5][C:4](=[O:9])[C:3]=1[CH2:10][N:11]1[C:17](=[O:18])[C:16]2[CH:21]=[CH:22][CH:23]=[C:24]([O:25][CH:26]([CH3:28])[CH3:27])[C:15]=2[O:14][CH2:13][CH2:12]1. The reactants are [CH3:1][C:2]1[CH:7]=[C:6]([CH3:8])[NH:5][C:4](=[O:9])[C:3]=1[CH2:10][NH:11][CH2:12][CH2:13][O:14][C:15]1[C:24]([O:25][CH:26]([CH3:28])[CH3:27])=[CH:23][CH:22]=[CH:21][C:16]=1[C:17](OC)=[O:18].[OH-].[Na+].C(N(CC)CC)C.F[P-](F)(F)(F)(F)F.N1(OC(N(C)C)=[N+](C)C)C2N=CC=CC=2N=N1.